Predict the reactants needed to synthesize the given product. From a dataset of Full USPTO retrosynthesis dataset with 1.9M reactions from patents (1976-2016). (1) Given the product [Cl:19][C:5]1[C:6]([NH:8][C:9]2[CH:18]=[CH:17][CH:16]=[CH:15][C:10]=2[C:11]([NH:13][CH3:14])=[O:12])=[N:7][C:2]([NH:20][C:21]2[CH:22]=[CH:23][C:24]3[N:30]([CH3:31])[C:29](=[O:32])[O:28][CH2:27][CH2:26][C:25]=3[CH:33]=2)=[N:3][CH:4]=1, predict the reactants needed to synthesize it. The reactants are: Cl[C:2]1[N:7]=[C:6]([NH:8][C:9]2[CH:18]=[CH:17][CH:16]=[CH:15][C:10]=2[C:11]([NH:13][CH3:14])=[O:12])[C:5]([Cl:19])=[CH:4][N:3]=1.[NH2:20][C:21]1[CH:22]=[CH:23][C:24]2[N:30]([CH3:31])[C:29](=[O:32])[O:28][CH2:27][CH2:26][C:25]=2[CH:33]=1. (2) Given the product [F:41][C@H:35]1[C@@:36]([CH3:40])([OH:39])[CH2:37][CH2:38][N:33]([C:29]2[N:28]=[C:27]([NH:26][C:2]3[N:7]=[CH:6][C:5]4[N:8]=[C:9]([C@H:17]([O:19][CH:20]5[CH2:25][CH2:24][CH2:23][CH2:22][O:21]5)[CH3:18])[N:10]([C@@H:11]([CH3:16])[C:12]([F:15])([F:14])[F:13])[C:4]=4[CH:3]=3)[CH:32]=[CH:31][N:30]=2)[CH2:34]1, predict the reactants needed to synthesize it. The reactants are: Cl[C:2]1[N:7]=[CH:6][C:5]2[N:8]=[C:9]([C@H:17]([O:19][CH:20]3[CH2:25][CH2:24][CH2:23][CH2:22][O:21]3)[CH3:18])[N:10]([C@@H:11]([CH3:16])[C:12]([F:15])([F:14])[F:13])[C:4]=2[CH:3]=1.[NH2:26][C:27]1[CH:32]=[CH:31][N:30]=[C:29]([N:33]2[CH2:38][CH2:37][C@:36]([CH3:40])([OH:39])[C@H:35]([F:41])[CH2:34]2)[N:28]=1.C1(P(C2CCCCC2)C2C=CC=CC=2C2C(C(C)C)=CC(C(C)C)=CC=2C(C)C)CCCCC1.C(=O)([O-])[O-].[Cs+].[Cs+]. (3) Given the product [NH2:25][CH:26]1[CH2:31][CH2:30][N:29]([CH2:16][CH:4]2[C:3]3[C:8]4=[C:9]([CH:12]=[CH:13][C:14](=[O:15])[N:7]4[CH2:6][CH2:5]2)[CH:10]=[CH:11][C:2]=3[F:1])[CH2:28][CH2:27]1, predict the reactants needed to synthesize it. The reactants are: [F:1][C:2]1[CH:11]=[CH:10][C:9]2[CH:12]=[CH:13][C:14](=[O:15])[N:7]3[C:8]=2[C:3]=1[CH:4]([CH:16]=O)[CH2:5][CH2:6]3.C([NH:25][CH:26]1[CH2:31][CH2:30][NH:29][CH2:28][CH2:27]1)(OC(C)(C)C)=O. (4) Given the product [C:1]([O:5][C:6](=[O:17])[C:7]1[CH:12]=[CH:11][C:10]([CH3:13])=[C:9]([NH2:14])[CH:8]=1)([CH3:4])([CH3:2])[CH3:3], predict the reactants needed to synthesize it. The reactants are: [C:1]([O:5][C:6](=[O:17])[C:7]1[CH:12]=[CH:11][C:10]([CH3:13])=[C:9]([N+:14]([O-])=O)[CH:8]=1)([CH3:4])([CH3:3])[CH3:2].O.NN. (5) Given the product [Br:1][C:2]1[CH:3]=[CH:4][CH:5]=[C:6]2[C:11]=1[N:10]=[C:9]([CH:12]1[CH2:13][O:14][C:18]([CH3:20])([CH3:19])[O:15]1)[CH:8]=[CH:7]2, predict the reactants needed to synthesize it. The reactants are: [Br:1][C:2]1[CH:3]=[CH:4][CH:5]=[C:6]2[C:11]=1[N:10]=[C:9]([CH:12]([OH:15])[CH2:13][OH:14])[CH:8]=[CH:7]2.CO[C:18](OC)([CH3:20])[CH3:19].O.[O-2].[O-2].[O-2].O=[Si]=O.O=[Si]=O.O=[Si]=O.O=[Si]=O.[Al+3].[Al+3]. (6) The reactants are: Br.[CH3:2][C:3]1[CH:8]=[C:7]([C:9]2[S:13][C:12]([NH2:14])=[N:11][C:10]=2[CH3:15])[CH:6]=[C:5]([CH3:16])[N:4]=1.[CH3:17][O-:18].[Na+].[CH3:20][OH:21]. Given the product [CH3:2][C:3]1[CH:8]=[C:7]([C:9]2[S:13][C:12]([NH:14][C:17]([NH:11][CH2:10][CH2:9][C:20]3[O:21][C:8]([CH2:7][CH3:6])=[CH:3][N:4]=3)=[O:18])=[N:11][C:10]=2[CH3:15])[CH:6]=[C:5]([CH3:16])[N:4]=1, predict the reactants needed to synthesize it. (7) Given the product [CH2:1]([NH:3][C:4]1[N:9]=[C:8]([C:10]2[C:11]([C:24]3[CH:25]=[C:26]([NH:30][S:31]([C:34]4[CH:39]=[C:38]([F:40])[CH:37]=[CH:36][C:35]=4[F:41])(=[O:33])=[O:32])[CH:27]=[CH:28][CH:29]=3)=[N:12][NH:13][CH:14]=2)[CH:7]=[CH:6][N:5]=1)[CH3:2], predict the reactants needed to synthesize it. The reactants are: [CH2:1]([NH:3][C:4]1[N:9]=[C:8]([C:10]2[C:11]([C:24]3[CH:25]=[C:26]([NH:30][S:31]([C:34]4[CH:39]=[C:38]([F:40])[CH:37]=[CH:36][C:35]=4[F:41])(=[O:33])=[O:32])[CH:27]=[CH:28][CH:29]=3)=[N:12][N:13](CC3C=CC(OC)=CC=3)[CH:14]=2)[CH:7]=[CH:6][N:5]=1)[CH3:2].